Dataset: Full USPTO retrosynthesis dataset with 1.9M reactions from patents (1976-2016). Task: Predict the reactants needed to synthesize the given product. Given the product [CH:1]1([CH2:4][C:5]([NH:34][NH:33][C:29]2[C:30]([O:31][CH3:32])=[C:25]([N:22]3[CH2:23][CH2:24][CH:19]([C:16]4[CH:15]=[CH:14][C:13]([F:12])=[CH:18][CH:17]=4)[CH2:20][CH2:21]3)[N:26]=[CH:27][N:28]=2)=[O:7])[CH2:2][CH2:3]1, predict the reactants needed to synthesize it. The reactants are: [CH:1]1([CH2:4][C:5]([OH:7])=O)[CH2:3][CH2:2]1.S(Cl)(Cl)=O.[F:12][C:13]1[CH:18]=[CH:17][C:16]([CH:19]2[CH2:24][CH2:23][N:22]([C:25]3[C:30]([O:31][CH3:32])=[C:29]([NH:33][NH2:34])[N:28]=[CH:27][N:26]=3)[CH2:21][CH2:20]2)=[CH:15][CH:14]=1.C(=O)(O)[O-].[Na+].